This data is from Reaction yield outcomes from USPTO patents with 853,638 reactions. The task is: Predict the reaction yield, written as a fraction of the theoretical maximum amount of product (1.0 means a 100% yield; for example, 0.34 means a 34% yield). The reactants are Cl[C:2]1[N:3]=[C:4]([N:24]2[CH2:29][CH2:28][O:27][CH2:26][CH2:25]2)[C:5]2[S:10][C:9]([CH2:11][N:12]3[CH2:17][CH2:16][CH:15]([N:18]4[CH2:23][CH2:22][O:21][CH2:20][CH2:19]4)[CH2:14][CH2:13]3)=[CH:8][C:6]=2[N:7]=1.[CH:30]1[C:39]2[CH:38]=[CH:37][CH:36]=[C:35](B(O)O)[C:34]=2[CH:33]=[CH:32][N:31]=1.C(=O)([O-])[O-].[Na+].[Na+]. The catalyst is Cl[Pd](Cl)([P](C1C=CC=CC=1)(C1C=CC=CC=1)C1C=CC=CC=1)[P](C1C=CC=CC=1)(C1C=CC=CC=1)C1C=CC=CC=1.C(#N)C. The product is [CH:30]1[C:39]2[C:34](=[C:35]([C:2]3[N:3]=[C:4]([N:24]4[CH2:29][CH2:28][O:27][CH2:26][CH2:25]4)[C:5]4[S:10][C:9]([CH2:11][N:12]5[CH2:17][CH2:16][CH:15]([N:18]6[CH2:23][CH2:22][O:21][CH2:20][CH2:19]6)[CH2:14][CH2:13]5)=[CH:8][C:6]=4[N:7]=3)[CH:36]=[CH:37][CH:38]=2)[CH:33]=[CH:32][N:31]=1. The yield is 0.270.